Binary Classification. Given a miRNA mature sequence and a target amino acid sequence, predict their likelihood of interaction. From a dataset of Experimentally validated miRNA-target interactions with 360,000+ pairs, plus equal number of negative samples. The protein sequence of the target gene is MMGIGKNTTSKSMEAGSSTEGKYEDEAKHPAFFTLPVVINGGATSSGEQDNEDTELMAIYTTENGIAEKSSLAETLDSTGSLDPQRSDMIYTIEDVPPWYLCIFLGLQHYLTCFSGTIAVPFLLADAMCVGYDQWATSQLIGTIFFCVGITTLLQTTFGCRLPLFQASAFAFLAPARAILSLDKWKCNTTDVSVANGTAELLHTEHIWYPRIREIQGAIIMSSLIEVVIGLLGLPGALLKYIGPLTITPTVALIGLSGFQAAGERAGKHWGIAMLTIFLVLLFSQYARNVKFPLPIYKSK.... The miRNA is hsa-miR-1285-3p with sequence UCUGGGCAACAAAGUGAGACCU. Result: 0 (no interaction).